From a dataset of Full USPTO retrosynthesis dataset with 1.9M reactions from patents (1976-2016). Predict the reactants needed to synthesize the given product. (1) Given the product [O:17]=[C:15]([NH:18][C:19]1[CH:20]=[CH:21][CH:22]=[C:23]2[C:28]=1[N:27]=[CH:26][CH:25]=[CH:24]2)[CH2:11][C:8]1[CH:7]=[CH:6][C:5]([C:3]([O:2][CH3:1])=[O:4])=[CH:10][CH:9]=1, predict the reactants needed to synthesize it. The reactants are: [CH3:1][O:2][C:3]([C:5]1[CH:10]=[CH:9][C:8]([CH:11]([C:15]([OH:17])=O)C(O)=O)=[CH:7][CH:6]=1)=[O:4].[NH2:18][C:19]1[CH:20]=[CH:21][CH:22]=[C:23]2[C:28]=1[N:27]=[CH:26][CH:25]=[CH:24]2.C(Cl)CCl.O. (2) Given the product [CH2:34]([O:1][CH2:2][CH2:3][N:4]1[CH2:9][CH2:8][N:7]([C:10]2[N:15]=[C:14]([CH3:16])[N:13]=[C:12]([NH:17][C:18]3[S:19][C:20]([C:23]([OH:25])=[O:24])=[CH:21][N:22]=3)[CH:11]=2)[CH2:6][CH2:5]1)[C:35]1[CH:27]=[CH:26][CH:38]=[CH:37][CH:36]=1, predict the reactants needed to synthesize it. The reactants are: [OH:1][CH2:2][CH2:3][N:4]1[CH2:9][CH2:8][N:7]([C:10]2[N:15]=[C:14]([CH3:16])[N:13]=[C:12]([NH:17][C:18]3[S:19][C:20]([C:23]([OH:25])=[O:24])=[CH:21][N:22]=3)[CH:11]=2)[CH2:6][CH2:5]1.[C:26](OC(=O)C)(=O)[CH3:27].N1[CH:38]=[CH:37][CH:36]=[CH:35][CH:34]=1. (3) The reactants are: [CH3:1][C:2]1([CH3:13])[C:6]2=[C:7]([OH:12])[CH:8]=[CH:9][C:10]([CH3:11])=[C:5]2[O:4][CH2:3]1.Cl[C:15]1[CH:20]=[CH:19][C:18]([N+:21]([O-:23])=[O:22])=[CH:17][N:16]=1.C([O-])([O-])=O.[K+].[K+]. Given the product [N+:21]([C:18]1[CH:19]=[CH:20][C:15]([O:12][C:7]2[C:6]3[C:2]([CH3:13])([CH3:1])[CH2:3][O:4][C:5]=3[C:10]([CH3:11])=[CH:9][CH:8]=2)=[N:16][CH:17]=1)([O-:23])=[O:22], predict the reactants needed to synthesize it. (4) Given the product [C:40]([NH:1][CH2:2][C@@H:3]([C@@H:5]([NH:26][C:27](=[O:33])[O:28][C:29]([CH3:31])([CH3:30])[CH3:32])[CH2:6][C@H:7]([CH2:11][C:12]1[CH:17]=[CH:16][C:15]([O:18][CH3:19])=[C:14]([O:20][CH2:21][CH2:22][CH2:23][O:24][CH3:25])[CH:13]=1)[CH:8]([CH3:10])[CH3:9])[OH:4])(=[O:42])[CH3:41], predict the reactants needed to synthesize it. The reactants are: [NH2:1][CH2:2][C@@H:3]([C@@H:5]([NH:26][C:27](=[O:33])[O:28][C:29]([CH3:32])([CH3:31])[CH3:30])[CH2:6][C@H:7]([CH2:11][C:12]1[CH:17]=[CH:16][C:15]([O:18][CH3:19])=[C:14]([O:20][CH2:21][CH2:22][CH2:23][O:24][CH3:25])[CH:13]=1)[CH:8]([CH3:10])[CH3:9])[OH:4].N1C=CC=CC=1.[C:40](OC(=O)C)(=[O:42])[CH3:41].O. (5) Given the product [C:1]([O:5][C:6]([N:8]1[C@@H:12]([CH2:13][C:14]2[CH:15]=[CH:16][CH:17]=[CH:18][CH:19]=2)[C:11]([CH2:22][Cl:23])([OH:20])[O:10][CH2:9]1)=[O:7])([CH3:4])([CH3:2])[CH3:3], predict the reactants needed to synthesize it. The reactants are: [C:1]([O:5][C:6]([N:8]1[C@@H:12]([CH2:13][C:14]2[CH:19]=[CH:18][CH:17]=[CH:16][CH:15]=2)[C:11](=[O:20])[O:10][CH2:9]1)=[O:7])([CH3:4])([CH3:3])[CH3:2].Br[CH2:22][Cl:23].C([Li])CCC.S([O-])(O)(=O)=O.[K+]. (6) Given the product [Cl:1][C:2]1[CH:7]=[C:6]([NH:10][C:11]2[C:16]3[C:17](=[O:23])[N:18]([CH3:22])[CH2:19][CH2:20][O:21][C:15]=3[CH:14]=[CH:13][CH:12]=2)[C:5]([Cl:9])=[CH:4][N:3]=1, predict the reactants needed to synthesize it. The reactants are: [Cl:1][C:2]1[CH:7]=[C:6](I)[C:5]([Cl:9])=[CH:4][N:3]=1.[NH2:10][C:11]1[C:16]2[C:17](=[O:23])[N:18]([CH3:22])[CH2:19][CH2:20][O:21][C:15]=2[CH:14]=[CH:13][CH:12]=1.CC1(C)C2C=CC=C(P(C3C=CC=CC=3)C3C=CC=CC=3)C=2OC2C1=CC=CC=2P(C1C=CC=CC=1)C1C=CC=CC=1.C(=O)([O-])[O-].[Cs+].[Cs+]. (7) Given the product [S:32]1[C:36]2[CH:37]=[CH:38][CH:39]=[CH:40][C:35]=2[CH:34]=[C:33]1[S:41]([NH:44][C:23]([NH:22][CH2:21][CH2:20][C:17]1[CH:16]=[CH:15][C:14]([N:13]2[C:6]3=[N:7][C:8]([CH3:12])=[CH:9][C:10]([CH3:11])=[C:5]3[N:4]=[C:3]2[CH2:1][CH3:2])=[CH:19][CH:18]=1)=[O:24])(=[O:42])=[O:43], predict the reactants needed to synthesize it. The reactants are: [CH2:1]([C:3]1[N:13]([C:14]2[CH:19]=[CH:18][C:17]([CH2:20][CH2:21][NH:22][C:23](=O)[O:24]C3C=CC=CC=3)=[CH:16][CH:15]=2)[C:6]2=[N:7][C:8]([CH3:12])=[CH:9][C:10]([CH3:11])=[C:5]2[N:4]=1)[CH3:2].[S:32]1[C:36]2[CH:37]=[CH:38][CH:39]=[CH:40][C:35]=2[CH:34]=[C:33]1[S:41]([NH2:44])(=[O:43])=[O:42].